From a dataset of Reaction yield outcomes from USPTO patents with 853,638 reactions. Predict the reaction yield, written as a fraction of the theoretical maximum amount of product (1.0 means a 100% yield; for example, 0.34 means a 34% yield). (1) The reactants are [Cl:1][C:2]1[CH:7]=[C:6]([NH:8][C:9](=[O:34])[C:10]2[CH:15]=[C:14]([CH2:16][C:17]3[C:18](=[O:29])[C:19]([O:27][CH3:28])=[C:20]([O:25][CH3:26])[C:21](=[O:24])[C:22]=3[CH3:23])[CH:13]=[CH:12][C:11]=2[O:30]C(=O)C)[CH:5]=[CH:4][N:3]=1.C(=O)([O-])O.[Na+]. The catalyst is CO.O. The product is [Cl:1][C:2]1[CH:7]=[C:6]([NH:8][C:9](=[O:34])[C:10]2[CH:15]=[C:14]([CH2:16][C:17]3[C:18](=[O:29])[C:19]([O:27][CH3:28])=[C:20]([O:25][CH3:26])[C:21](=[O:24])[C:22]=3[CH3:23])[CH:13]=[CH:12][C:11]=2[OH:30])[CH:5]=[CH:4][N:3]=1. The yield is 0.790. (2) The reactants are Br[C:2]1[CH:3]=[CH:4][C:5]([C@H:8]2[N:11]([C:12]3[CH:17]=[CH:16][CH:15]=[CH:14][CH:13]=3)[C:10](=[O:18])[C@@H:9]2[CH2:19][CH2:20][C@@H:21]([C:23]2[CH:28]=[CH:27][C:26]([F:29])=[CH:25][CH:24]=2)[OH:22])=[N:6][CH:7]=1.[OH:30][C:31]1[CH:32]=[C:33](B(O)O)[CH:34]=[CH:35][CH:36]=1. No catalyst specified. The product is [F:29][C:26]1[CH:27]=[CH:28][C:23]([C@@H:21]([OH:22])[CH2:20][CH2:19][C@@H:9]2[C@@H:8]([C:5]3[CH:4]=[CH:3][C:2]([C:35]4[CH:34]=[CH:33][CH:32]=[C:31]([OH:30])[CH:36]=4)=[CH:7][N:6]=3)[N:11]([C:12]3[CH:17]=[CH:16][CH:15]=[CH:14][CH:13]=3)[C:10]2=[O:18])=[CH:24][CH:25]=1. The yield is 0.870.